Dataset: Catalyst prediction with 721,799 reactions and 888 catalyst types from USPTO. Task: Predict which catalyst facilitates the given reaction. (1) Reactant: [I:1][Si](C)(C)C.O[CH2:7][CH2:8][CH2:9][CH2:10][CH2:11][N:12]1[C:20]2[C:19](=[O:21])[NH:18][C:17]([NH:22][C:23]3[CH:28]=[CH:27][C:26]([CH3:29])=[C:25]([CH2:30][CH3:31])[CH:24]=3)=[N:16][C:15]=2[N:14]=[CH:13]1.CO.S([O-])([O-])=O.[Na+].[Na+]. Product: [I:1][CH2:7][CH2:8][CH2:9][CH2:10][CH2:11][N:12]1[C:20]2[C:19](=[O:21])[NH:18][C:17]([NH:22][C:23]3[CH:28]=[CH:27][C:26]([CH3:29])=[C:25]([CH2:30][CH3:31])[CH:24]=3)=[N:16][C:15]=2[N:14]=[CH:13]1. The catalyst class is: 22. (2) Product: [CH2:1]([O:8][CH2:9][C:10]1[CH:15]=[CH:14][N:13]=[CH:12][C:11]=1[CH:22]1[CH2:26][CH2:25][CH2:24][N:23]1[CH3:27])[C:2]1[CH:3]=[CH:4][CH:5]=[CH:6][CH:7]=1. Reactant: [CH2:1]([O:8][CH2:9][CH:10]1[CH:15]=[CH:14][N:13](C(=O)C(C)(C)C)[CH:12]=[C:11]1[CH:22]1[CH2:26][CH2:25][CH2:24][N:23]1[CH3:27])[C:2]1[CH:7]=[CH:6][CH:5]=[CH:4][CH:3]=1.[S]. The catalyst class is: 11. (3) Reactant: Br[C:2]1[CH:3]=[CH:4][C:5]([O:8][CH2:9][CH:10]2[CH2:15][CH2:14][N:13]([CH2:16][C:17]3([C:20]([F:23])([F:22])[F:21])[CH2:19][CH2:18]3)[CH2:12][CH2:11]2)=[N:6][CH:7]=1.[CH3:24][O:25][C:26]([C:28]1[CH:33]=[CH:32][C:31](B(O)O)=[CH:30][CH:29]=1)=[O:27].C([O-])([O-])=O.[Cs+].[Cs+].O1CCOCC1. Product: [F:21][C:20]([F:23])([F:22])[C:17]1([CH2:16][N:13]2[CH2:14][CH2:15][CH:10]([CH2:9][O:8][C:5]3[N:6]=[CH:7][C:2]([C:31]4[CH:32]=[CH:33][C:28]([C:26]([O:25][CH3:24])=[O:27])=[CH:29][CH:30]=4)=[CH:3][CH:4]=3)[CH2:11][CH2:12]2)[CH2:19][CH2:18]1. The catalyst class is: 6. (4) Reactant: C(OC(=O)[NH:7][C:8]([CH3:38])([CH2:35][CH2:36][CH3:37])[CH2:9][NH:10][C:11]([C:13]1[C:14]([CH3:34])=[N:15][N:16]2[C:21]([O:22][CH2:23][C:24]3[C:29]([F:30])=[CH:28][CH:27]=[CH:26][C:25]=3[F:31])=[CH:20][C:19]([CH2:32][CH3:33])=[CH:18][C:17]=12)=[O:12])(C)(C)C.FC(F)(F)C(O)=O. Product: [NH2:7][C:8]([CH3:38])([CH2:35][CH2:36][CH3:37])[CH2:9][NH:10][C:11]([C:13]1[C:14]([CH3:34])=[N:15][N:16]2[C:21]([O:22][CH2:23][C:24]3[C:29]([F:30])=[CH:28][CH:27]=[CH:26][C:25]=3[F:31])=[CH:20][C:19]([CH2:32][CH3:33])=[CH:18][C:17]=12)=[O:12]. The catalyst class is: 4. (5) Reactant: [Br:1][C:2]1[CH:3]=[CH:4][C:5]2[O:9][C:8]([CH:10]3[CH2:15][CH2:14][NH:13][CH2:12][CH2:11]3)=[N:7][C:6]=2[CH:16]=1.[C:17](O[C:17]([O:19][C:20]([CH3:23])([CH3:22])[CH3:21])=[O:18])([O:19][C:20]([CH3:23])([CH3:22])[CH3:21])=[O:18]. Product: [Br:1][C:2]1[CH:3]=[CH:4][C:5]2[O:9][C:8]([CH:10]3[CH2:11][CH2:12][N:13]([C:17]([O:19][C:20]([CH3:23])([CH3:22])[CH3:21])=[O:18])[CH2:14][CH2:15]3)=[N:7][C:6]=2[CH:16]=1. The catalyst class is: 2. (6) Reactant: [NH2:1][C:2]1[CH:24]=[CH:23][C:5]([CH2:6][C:7]2[CH:14]=[CH:13][CH:12]=[C:11]([O:15][CH2:16][C:17]3[CH:22]=[CH:21][CH:20]=[CH:19][CH:18]=3)[C:8]=2[C:9]#[N:10])=[CH:4][C:3]=1[O:25][CH2:26][C:27]1[CH:32]=[CH:31][CH:30]=[CH:29][CH:28]=1.[CH3:33][C:34]([OH:36])=[O:35].[C:37](O[BH-](OC(=O)C)OC(=O)C)(=O)[CH3:38].[Na+]. Product: [CH2:37]([O:35][C:34](=[O:36])[CH2:33][NH:1][C:2]1[CH:24]=[CH:23][C:5]([CH2:6][C:7]2[CH:14]=[CH:13][CH:12]=[C:11]([O:15][CH2:16][C:17]3[CH:22]=[CH:21][CH:20]=[CH:19][CH:18]=3)[C:8]=2[C:9]#[N:10])=[CH:4][C:3]=1[O:25][CH2:26][C:27]1[CH:32]=[CH:31][CH:30]=[CH:29][CH:28]=1)[CH3:38]. The catalyst class is: 10. (7) Reactant: [CH2:1]1[O:16][C:15]2[C:3](=[C:4]([CH:12]=[CH:13][CH:14]=2)[CH:5]=[CH:6][C:7]([O:9]CC)=[O:8])[O:2]1.[OH-].[K+]. Product: [CH2:1]1[O:16][C:15]2[C:3](=[C:4]([CH:12]=[CH:13][CH:14]=2)[CH:5]=[CH:6][C:7]([OH:9])=[O:8])[O:2]1. The catalyst class is: 24.